Dataset: Reaction yield outcomes from USPTO patents with 853,638 reactions. Task: Predict the reaction yield, written as a fraction of the theoretical maximum amount of product (1.0 means a 100% yield; for example, 0.34 means a 34% yield). (1) The reactants are Cl.[N:2]1[CH:7]=[CH:6][CH:5]=[CH:4][C:3]=1[C:8](Cl)=[O:9].[Cl:11][C:12]1[C:17]([C:18]([F:21])([F:20])[F:19])=[CH:16][N:15]=[C:14]2[NH:22][CH:23]=[C:24]([NH2:25])[C:13]=12. The catalyst is N1C=CC=CC=1. The product is [Cl:11][C:12]1[C:17]([C:18]([F:21])([F:19])[F:20])=[CH:16][N:15]=[C:14]2[NH:22][CH:23]=[C:24]([NH:25][C:8](=[O:9])[C:3]3[CH:4]=[CH:5][CH:6]=[CH:7][N:2]=3)[C:13]=12. The yield is 0.790. (2) The reactants are [CH3:1][S:2][CH:3]([S:6][CH3:7])[S:4][CH3:5].C([Li])CCC.[F:13][C:14]([F:41])([F:40])[C:15]1[CH:39]=[CH:38][C:18]([O:19][CH2:20][C:21]2[NH:25][C:24]3[CH:26]=[CH:27][C:28]([C:30]4[CH:37]=[CH:36][CH:35]=[CH:34][C:31]=4[CH:32]=[O:33])=[CH:29][C:23]=3[N:22]=2)=[CH:17][CH:16]=1. The catalyst is C1COCC1. The product is [CH3:1][S:2][C:3]([S:6][CH3:7])([S:4][CH3:5])[CH:32]([C:31]1[CH:34]=[CH:35][CH:36]=[CH:37][C:30]=1[C:28]1[CH:27]=[CH:26][C:24]2[NH:25][C:21]([CH2:20][O:19][C:18]3[CH:38]=[CH:39][C:15]([C:14]([F:41])([F:40])[F:13])=[CH:16][CH:17]=3)=[N:22][C:23]=2[CH:29]=1)[OH:33]. The yield is 0.940. (3) The reactants are COC[O:4][C:5]1[CH:6]=[C:7]([CH:15]=[CH:16][C:17]2[CH:18]=[CH:19][C:20]([C:23]3[CH:28]=[CH:27][CH:26]=[CH:25][N:24]=3)=[N:21][CH:22]=2)[CH:8]=[CH:9][C:10]=1[O:11]COC.Cl.O.[OH-].[Na+]. The catalyst is CO. The product is [OH:4][C:5]1[CH:6]=[C:7]([CH:15]=[CH:16][C:17]2[CH:18]=[CH:19][C:20]([C:23]3[CH:28]=[CH:27][CH:26]=[CH:25][N:24]=3)=[N:21][CH:22]=2)[CH:8]=[CH:9][C:10]=1[OH:11]. The yield is 0.853.